This data is from Reaction yield outcomes from USPTO patents with 853,638 reactions. The task is: Predict the reaction yield, written as a fraction of the theoretical maximum amount of product (1.0 means a 100% yield; for example, 0.34 means a 34% yield). The reactants are [C:1]([O:4][C:5]1[CH:26]=[CH:25][C:8]([C:9]2[C:18](=[O:19])[C:17]3[C:12](=[C:13]([CH3:24])[C:14]([O:20][C:21](=[O:23])[CH3:22])=[CH:15][CH:16]=3)[O:11][CH:10]=2)=[CH:7][CH:6]=1)(=[O:3])[CH3:2]. The catalyst is CO.[Pd]. The product is [C:1]([O:4][C:5]1[CH:26]=[CH:25][C:8]([CH:9]2[CH:18]([OH:19])[C:17]3[C:12](=[C:13]([CH3:24])[C:14]([O:20][C:21](=[O:23])[CH3:22])=[CH:15][CH:16]=3)[O:11][CH2:10]2)=[CH:7][CH:6]=1)(=[O:3])[CH3:2]. The yield is 1.00.